Dataset: Forward reaction prediction with 1.9M reactions from USPTO patents (1976-2016). Task: Predict the product of the given reaction. (1) Given the reactants [CH3:1][O:2][C:3]1[N:12]=[C:11]2[C:6]([CH:7]=[C:8]([C:14]([NH:16][C:17]3[CH:18]=[C:19]([CH:40]=[CH:41][C:42]=3[CH3:43])[C:20]([NH:22][CH:23]([C:34]3[CH:39]=[CH:38][CH:37]=[CH:36][CH:35]=3)[CH2:24][CH2:25][NH:26]C(=O)OC(C)(C)C)=[O:21])=[O:15])[C:9](=[O:13])[NH:10]2)=[CH:5][CH:4]=1.FC(F)(F)C(O)=O, predict the reaction product. The product is: [NH2:26][CH2:25][CH2:24][CH:23]([NH:22][C:20]([C:19]1[CH:40]=[CH:41][C:42]([CH3:43])=[C:17]([NH:16][C:14]([C:8]2[C:9](=[O:13])[NH:10][C:11]3[C:6]([CH:7]=2)=[CH:5][CH:4]=[C:3]([O:2][CH3:1])[N:12]=3)=[O:15])[CH:18]=1)=[O:21])[C:34]1[CH:39]=[CH:38][CH:37]=[CH:36][CH:35]=1. (2) The product is: [Cl:2][C:3]1[C:4]([NH:13][C@H:14]2[CH2:18][CH2:17][CH2:16][C@@H:15]2[NH:19][C:32]([C:27]2[C:26]([C:21]3[N:20]=[CH:25][CH:24]=[CH:23][N:22]=3)=[CH:31][CH:30]=[CH:29][N:28]=2)=[O:33])=[N:5][CH:6]=[C:7]([C:9]([F:12])([F:10])[F:11])[CH:8]=1. Given the reactants Cl.[Cl:2][C:3]1[C:4]([NH:13][C@H:14]2[CH2:18][CH2:17][CH2:16][C@@H:15]2[NH2:19])=[N:5][CH:6]=[C:7]([C:9]([F:12])([F:11])[F:10])[CH:8]=1.[N:20]1[CH:25]=[CH:24][CH:23]=[N:22][C:21]=1[C:26]1[C:27]([C:32](O)=[O:33])=[N:28][CH:29]=[CH:30][CH:31]=1.N1C2C(=NC=CC=2)N(O)N=1.C(Cl)CCl.C(N(CC)CC)C, predict the reaction product.